This data is from Catalyst prediction with 721,799 reactions and 888 catalyst types from USPTO. The task is: Predict which catalyst facilitates the given reaction. (1) Reactant: C1N=CN(C(N2C=NC=C2)=O)C=1.[Cl:13][C:14]1[CH:19]=[CH:18][C:17]([C:20]2[CH:25]=[CH:24][C:23]([C:26]([NH:28][CH2:29][CH2:30][C:31]3[CH:39]=[CH:38][C:34]([C:35](O)=[O:36])=[CH:33][CH:32]=3)=[O:27])=[CH:22][CH:21]=2)=[CH:16][CH:15]=1.[BH4-].[Na+].Cl. Product: [OH:36][CH2:35][C:34]1[CH:38]=[CH:39][C:31]([CH2:30][CH2:29][NH:28][C:26]([C:23]2[CH:24]=[CH:25][C:20]([C:17]3[CH:16]=[CH:15][C:14]([Cl:13])=[CH:19][CH:18]=3)=[CH:21][CH:22]=2)=[O:27])=[CH:32][CH:33]=1. The catalyst class is: 249. (2) Reactant: C(OC(=O)[NH:7][C:8]1[CH:13]=[C:12]([N:14]([CH:16]([CH3:18])[CH3:17])[CH3:15])[C:11]([C:19]#[N:20])=[CH:10][C:9]=1[NH:21][C:22](=[O:45])[CH2:23][C:24](=O)[C:25]1[CH:30]=[CH:29][CH:28]=[C:27]([N:31]2[C:35]([CH2:36][O:37]C3CCCCO3)=[CH:34][N:33]=[N:32]2)[CH:26]=1)(C)(C)C.C(O)(C(F)(F)F)=O. Product: [OH:37][CH2:36][C:35]1[N:31]([C:27]2[CH:26]=[C:25]([C:24]3[CH2:23][C:22](=[O:45])[NH:21][C:9]4[CH:10]=[C:11]([C:19]#[N:20])[C:12]([N:14]([CH:16]([CH3:18])[CH3:17])[CH3:15])=[CH:13][C:8]=4[N:7]=3)[CH:30]=[CH:29][CH:28]=2)[N:32]=[N:33][CH:34]=1. The catalyst class is: 2. (3) Product: [C:1]([O:9][CH2:10][C@@H:11]1[C@@:15]([O:17][C:18](=[O:20])[CH3:19])([CH3:16])[C@:14]([F:22])([CH3:21])[CH:13]([N:23]2[CH:31]=[N:30][C:29]3[C:24]2=[N:25][CH:26]=[N:27][C:28]=3[NH:37][CH:33]2[CH2:36][CH2:35][CH2:34]2)[O:12]1)(=[O:8])[C:2]1[CH:7]=[CH:6][CH:5]=[CH:4][CH:3]=1. The catalyst class is: 8. Reactant: [C:1]([O:9][CH2:10][C@@H:11]1[C@@:15]([O:17][C:18](=[O:20])[CH3:19])([CH3:16])[C@:14]([F:22])([CH3:21])[CH:13]([N:23]2[CH:31]=[N:30][C:29]3[C:24]2=[N:25][CH:26]=[N:27][C:28]=3Cl)[O:12]1)(=[O:8])[C:2]1[CH:7]=[CH:6][CH:5]=[CH:4][CH:3]=1.[CH:33]1([NH2:37])[CH2:36][CH2:35][CH2:34]1.O. (4) Reactant: [NH2:1][C:2]1[C:7]([F:8])=[C:6]([C:9]2[CH:14]=[CH:13][C:12]([Cl:15])=[C:11]([F:16])[CH:10]=2)[N:5]=[C:4]([C:17]([O:19][CH3:20])=[O:18])[C:3]=1[Cl:21].[C:22](O[C:22]([O:24][C:25]([CH3:28])([CH3:27])[CH3:26])=[O:23])([O:24][C:25]([CH3:28])([CH3:27])[CH3:26])=[O:23]. Product: [C:25]([O:24][C:22]([N:1]([C:22]([O:24][C:25]([CH3:28])([CH3:27])[CH3:26])=[O:23])[C:2]1[C:7]([F:8])=[C:6]([C:9]2[CH:14]=[CH:13][C:12]([Cl:15])=[C:11]([F:16])[CH:10]=2)[N:5]=[C:4]([C:17]([O:19][CH3:20])=[O:18])[C:3]=1[Cl:21])=[O:23])([CH3:28])([CH3:27])[CH3:26]. The catalyst class is: 119. (5) Reactant: [Br:1][CH:2]([CH2:10][C:11]1[CH:16]=[CH:15][C:14]([I:17])=[CH:13][CH:12]=1)[C:3](=O)[C:4]([O:6][CH2:7][CH3:8])=[O:5].[NH2:18][C:19]([NH2:21])=[S:20]. Product: [BrH:1].[NH2:21][C:19]1[S:20][C:2]([CH2:10][C:11]2[CH:16]=[CH:15][C:14]([I:17])=[CH:13][CH:12]=2)=[C:3]([C:4]([O:6][CH2:7][CH3:8])=[O:5])[N:18]=1. The catalyst class is: 8. (6) Reactant: [Br:1][C:2]1[C:3]([N:16]([CH3:21])[S:17]([CH3:20])(=[O:19])=[O:18])=[CH:4][C:5]2[O:9][C:8](I)=[C:7]([C:11]([NH:13][CH3:14])=[O:12])[C:6]=2[CH:15]=1.[NH:22]1[CH2:27][CH2:26][O:25][CH2:24][CH2:23]1. Product: [Br:1][C:2]1[C:3]([N:16]([CH3:21])[S:17]([CH3:20])(=[O:19])=[O:18])=[CH:4][C:5]2[O:9][C:8]([N:22]3[CH2:27][CH2:26][O:25][CH2:24][CH2:23]3)=[C:7]([C:11]([NH:13][CH3:14])=[O:12])[C:6]=2[CH:15]=1. The catalyst class is: 17. (7) Reactant: [CH3:1][N:2]1[CH2:15][CH2:14][C:5]2[NH:6][C:7]3[CH:8]=[CH:9][C:10]([CH3:13])=[CH:11][C:12]=3[C:4]=2[CH2:3]1.[H-].[Na+].[CH:18]12[O:24][CH:23]1[CH2:22][CH2:21][CH2:20][CH2:19]2. Product: [CH3:1][N:2]1[CH2:15][CH2:14][C:5]2[N:6]([CH:22]3[CH2:21][CH2:20][CH2:19][CH2:18][CH:23]3[OH:24])[C:7]3[CH:8]=[CH:9][C:10]([CH3:13])=[CH:11][C:12]=3[C:4]=2[CH2:3]1. The catalyst class is: 3.